This data is from Peptide-MHC class I binding affinity with 185,985 pairs from IEDB/IMGT. The task is: Regression. Given a peptide amino acid sequence and an MHC pseudo amino acid sequence, predict their binding affinity value. This is MHC class I binding data. (1) The peptide sequence is FYPEKSTVI. The binding affinity (normalized) is 0.0847. The MHC is HLA-B07:02 with pseudo-sequence HLA-B07:02. (2) The peptide sequence is KECVDGTLL. The binding affinity (normalized) is 0.0847. The MHC is HLA-B57:01 with pseudo-sequence HLA-B57:01. (3) The MHC is HLA-C03:03 with pseudo-sequence HLA-C03:03. The binding affinity (normalized) is 1.00. The peptide sequence is FASASSYAI. (4) The peptide sequence is EQYTCNKPYT. The MHC is HLA-A68:02 with pseudo-sequence HLA-A68:02. The binding affinity (normalized) is 0.0827. (5) The peptide sequence is EKDSNHNVL. The MHC is HLA-A02:19 with pseudo-sequence HLA-A02:19. The binding affinity (normalized) is 0.0847.